From a dataset of Catalyst prediction with 721,799 reactions and 888 catalyst types from USPTO. Predict which catalyst facilitates the given reaction. (1) Reactant: [CH3:1][N:2]([CH3:20])[C:3](=[O:19])[CH2:4][N:5]([CH3:18])[C:6]1[C:14]2[C:9](=[CH:10][CH:11]=[C:12]([N+:15]([O-])=O)[CH:13]=2)[NH:8][N:7]=1.[NH4+].[Cl-].C(=O)(O)[O-].[Na+]. Product: [CH3:1][N:2]([CH3:20])[C:3](=[O:19])[CH2:4][N:5]([CH3:18])[C:6]1[C:14]2[C:9](=[CH:10][CH:11]=[C:12]([NH2:15])[CH:13]=2)[NH:8][N:7]=1. The catalyst class is: 415. (2) Reactant: C[O:2][C:3]([C:5]1[CH:6]=[CH:7][C:8]2[O:17][CH2:16][CH2:15][C:14]3[CH:13]=[C:12](C(=O)N(C4C=CC(Cl)=CC=4Cl)C)[S:11][C:10]=3[C:9]=2[CH:30]=1)=[O:4].[OH-].[Na+].Cl. Product: [S:11]1[C:10]2[C:9]3[CH:30]=[C:5]([C:3]([OH:4])=[O:2])[CH:6]=[CH:7][C:8]=3[O:17][CH2:16][CH2:15][C:14]=2[CH:13]=[CH:12]1. The catalyst class is: 219. (3) Reactant: [CH3:1][O:2][C:3]1[CH:4]=[C:5]([OH:11])[CH:6]=[CH:7][C:8]=1[O:9][CH3:10].C([O-])([O-])=O.[K+].[K+].[Br:18][CH:19](Br)[CH3:20].[OH-].[Na+]. Product: [Br:18][CH2:19][CH2:20][O:11][C:5]1[CH:6]=[CH:7][C:8]([O:9][CH3:10])=[C:3]([O:2][CH3:1])[CH:4]=1. The catalyst class is: 21. (4) Reactant: [C:1]([O:5][C:6]([N:8]([CH2:34][C@@H:35]([C:37]1[CH:42]=[CH:41][CH:40]=[C:39]([Cl:43])[CH:38]=1)[OH:36])[CH2:9][CH2:10][C:11]1[CH:16]=[CH:15][C:14]([S:17]([C:20]2[CH:21]=[CH:22][C:23]([N+:31]([O-])=O)=[C:24]([CH:30]=2)[C:25]([O:27][CH2:28][CH3:29])=[O:26])(=[O:19])=[O:18])=[CH:13][CH:12]=1)=[O:7])([CH3:4])([CH3:3])[CH3:2].[Cl-].[NH4+]. Product: [NH2:31][C:23]1[CH:22]=[CH:21][C:20]([S:17]([C:14]2[CH:13]=[CH:12][C:11]([CH2:10][CH2:9][N:8]([C:6]([O:5][C:1]([CH3:2])([CH3:4])[CH3:3])=[O:7])[CH2:34][C@@H:35]([C:37]3[CH:42]=[CH:41][CH:40]=[C:39]([Cl:43])[CH:38]=3)[OH:36])=[CH:16][CH:15]=2)(=[O:19])=[O:18])=[CH:30][C:24]=1[C:25]([O:27][CH2:28][CH3:29])=[O:26]. The catalyst class is: 40. (5) Reactant: [CH3:1][C:2]1[O:3][N:4]=[C:5]2[C:14]3[C:9](=[CH:10][N:11]=[CH:12][CH:13]=3)[N:8]([CH:15]3[CH2:20][CH2:19][CH2:18][CH:17]([C:21]([OH:23])=O)[CH2:16]3)[C:7](=[O:24])[C:6]=12.Cl.CN(C)CCCN=C=NCC.ON1C2N=CC=CC=2N=N1.C(N(CC)C(C)C)(C)C.[CH3:56][O:57][C:58]1[CH:59]=[C:60]([CH:63]=[C:64]([O:68][CH3:69])[C:65]=1[O:66][CH3:67])[CH2:61][NH2:62]. Product: [CH3:69][O:68][C:64]1[CH:63]=[C:60]([CH:59]=[C:58]([O:57][CH3:56])[C:65]=1[O:66][CH3:67])[CH2:61][NH:62][C:21]([CH:17]1[CH2:18][CH2:19][CH2:20][CH:15]([N:8]2[C:9]3[C:14](=[CH:13][CH:12]=[N:11][CH:10]=3)[C:5]3=[N:4][O:3][C:2]([CH3:1])=[C:6]3[C:7]2=[O:24])[CH2:16]1)=[O:23]. The catalyst class is: 9. (6) The catalyst class is: 518. Reactant: [C:1]([O:5][C@@H:6]([C:12]1[C:30]([CH3:31])=[CH:29][C:15]2[N:16]=[C:17]([C:19]3[C:24]([CH:25]([F:27])[F:26])=[CH:23][N:22]=[C:21](Cl)[CH:20]=3)[S:18][C:14]=2[C:13]=1[C:32]1[CH:37]=[CH:36][C:35]([Cl:38])=[CH:34][CH:33]=1)[C:7]([O:9][CH2:10][CH3:11])=[O:8])([CH3:4])([CH3:3])[CH3:2].[CH3:39][N:40]1[C:48]2[C:43](=[CH:44][C:45](B(O)O)=[CH:46][CH:47]=2)[CH:42]=[N:41]1.C([O-])([O-])=O.[K+].[K+]. Product: [C:1]([O:5][C@@H:6]([C:12]1[C:30]([CH3:31])=[CH:29][C:15]2[N:16]=[C:17]([C:19]3[C:24]([CH:25]([F:26])[F:27])=[CH:23][N:22]=[C:21]([C:45]4[CH:44]=[C:43]5[C:48](=[CH:47][CH:46]=4)[N:40]([CH3:39])[N:41]=[CH:42]5)[CH:20]=3)[S:18][C:14]=2[C:13]=1[C:32]1[CH:37]=[CH:36][C:35]([Cl:38])=[CH:34][CH:33]=1)[C:7]([O:9][CH2:10][CH3:11])=[O:8])([CH3:2])([CH3:3])[CH3:4]. (7) Reactant: [CH3:1][C:2]([C:4]1[CH:9]=[C:8]([OH:10])[CH:7]=[CH:6][C:5]=1[OH:11])=[O:3].[C:12]([O:16][C:17]([N:19]1[CH2:24][CH2:23][C:22](=O)[CH2:21][CH2:20]1)=[O:18])([CH3:15])([CH3:14])[CH3:13].N1CCCC1. Product: [C:12]([O:16][C:17]([N:19]1[CH2:24][CH2:23][C:22]2([CH2:1][C:2](=[O:3])[C:4]3[CH:9]=[C:8]([OH:10])[CH:7]=[CH:6][C:5]=3[O:11]2)[CH2:21][CH2:20]1)=[O:18])([CH3:15])([CH3:13])[CH3:14]. The catalyst class is: 5. (8) Reactant: [C:1]1([C:7](=O)[CH2:8][C:9]2[CH:14]=[CH:13][CH:12]=[CH:11][CH:10]=2)[CH:6]=[CH:5][CH:4]=[CH:3][CH:2]=1.[CH2:16]([O:18][C:19]1[CH:20]=[C:21]([CH:24]=[C:25]([N+:28]([O-:30])=[O:29])[C:26]=1[OH:27])[CH:22]=O)[CH3:17].[CH3:31][NH:32][C:33]([NH:35][CH3:36])=[O:34]. Product: [CH2:16]([O:18][C:19]1[CH:20]=[C:21]([CH:22]2[C:8]([C:9]3[CH:14]=[CH:13][CH:12]=[CH:11][CH:10]=3)=[C:7]([C:1]3[CH:6]=[CH:5][CH:4]=[CH:3][CH:2]=3)[N:35]([CH3:36])[C:33](=[O:34])[N:32]2[CH3:31])[CH:24]=[C:25]([N+:28]([O-:30])=[O:29])[C:26]=1[OH:27])[CH3:17]. The catalyst class is: 3. (9) Reactant: [CH3:1][O:2][C:3]1[CH:4]=[CH:5][C:6]2[O:10][C:9]([NH:11][CH:12]3[CH2:17][CH2:16][NH:15][CH2:14][CH2:13]3)=[N:8][C:7]=2[CH:18]=1.[CH2:19]([O:21][C:22]1[CH:23]=[C:24]([CH:27]=[C:28]([O:35][CH2:36][CH3:37])[C:29]=1[N:30]1[CH:34]=[CH:33][CH:32]=[CH:31]1)[CH:25]=O)[CH3:20].C([BH3-])#N.[Na+].C(N(C(C)C)C(C)C)C. Product: [CH2:19]([O:21][C:22]1[CH:23]=[C:24]([CH:27]=[C:28]([O:35][CH2:36][CH3:37])[C:29]=1[N:30]1[CH:34]=[CH:33][CH:32]=[CH:31]1)[CH2:25][N:15]1[CH2:16][CH2:17][CH:12]([NH:11][C:9]2[O:10][C:6]3[CH:5]=[CH:4][C:3]([O:2][CH3:1])=[CH:18][C:7]=3[N:8]=2)[CH2:13][CH2:14]1)[CH3:20]. The catalyst class is: 212.